Dataset: Rat liver microsome stability data. Task: Regression/Classification. Given a drug SMILES string, predict its absorption, distribution, metabolism, or excretion properties. Task type varies by dataset: regression for continuous measurements (e.g., permeability, clearance, half-life) or binary classification for categorical outcomes (e.g., BBB penetration, CYP inhibition). Dataset: rlm. (1) The drug is CC(C)(C)n1nc(Cc2cccc(Br)c2)c2c(N)ncnc21. The result is 1 (stable in rat liver microsomes). (2) The compound is NC(=O)C1CCN(c2ncc(-c3ccc(Cl)cc3)s2)CC1. The result is 1 (stable in rat liver microsomes). (3) The compound is C[C@H](O)[C@@H](CCc1cccc(-c2cnccn2)c1)n1cnc2c(N)ncnc21. The result is 0 (unstable in rat liver microsomes). (4) The compound is COc1ccc(-c2csc(NC(=O)c3ccncc3NS(=O)(=O)c3ccc(C)cc3)n2)cc1. The result is 1 (stable in rat liver microsomes). (5) The compound is COc1cccc(CN(C)c2ccc(S(=O)(=O)Nc3nccs3)cc2)c1O. The result is 0 (unstable in rat liver microsomes). (6) The compound is CC(C)Oc1nc(-c2ccc(NC(=O)Nc3ccc(C(=O)NCCN(C)C)cc3)cc2)nc(N2CCOCC2)n1. The result is 0 (unstable in rat liver microsomes). (7) The molecule is Cc1ccc(-c2c(C)nn3c(NC4CCN(C(C)C)CC4)cc(C)nc23)cc1. The result is 0 (unstable in rat liver microsomes). (8) The result is 0 (unstable in rat liver microsomes). The compound is Cc1cccc(NC(=O)c2nn(C)c(-c3ccc(F)c(F)c3)c2C)n1. (9) The molecule is Oc1cccc(-c2ccc3c(-c4cccnc4)c(O)ccc3c2)c1. The result is 1 (stable in rat liver microsomes).